From a dataset of Reaction yield outcomes from USPTO patents with 853,638 reactions. Predict the reaction yield, written as a fraction of the theoretical maximum amount of product (1.0 means a 100% yield; for example, 0.34 means a 34% yield). (1) The reactants are [F:1][C:2]1[CH:3]=[C:4]([CH:9]=[CH:10][C:11]=1[O:12][C:13]1[CH:18]=[CH:17][C:16]([B:19]2[O:23][C:22](C)(C)C(C)(C)[O:20]2)=[C:15](C=O)[CH:14]=1)[C:5]([O:7][CH3:8])=[O:6].[BH4-].[Na+]. The catalyst is CO. The product is [F:1][C:2]1[CH:3]=[C:4]([C:5]([O:7][CH3:8])=[O:6])[CH:9]=[CH:10][C:11]=1[O:12][C:13]1[CH:14]=[CH:15][C:16]2[B:19]([OH:20])[O:23][CH2:22][C:17]=2[CH:18]=1. The yield is 0.560. (2) The reactants are [Sn](Cl)Cl.[Br:4][C:5]1[CH:13]=[CH:12][C:11]([N+:14]([O-])=O)=[CH:10][C:6]=1[C:7]([OH:9])=[O:8].[CH2:17]([OH:19])[CH3:18]. No catalyst specified. The product is [C:17]([NH:14][C:11]1[CH:12]=[CH:13][C:5]([Br:4])=[C:6]([CH:10]=1)[C:7]([OH:9])=[O:8])(=[O:19])[CH3:18]. The yield is 0.960. (3) The reactants are C([O:3][C:4]([C@@H:6]1[CH2:8][C@H:7]1[C:9]1[CH:14]=[CH:13][CH:12]=[C:11]([F:15])[CH:10]=1)=[O:5])C.[OH-].[K+].O. The catalyst is CO. The product is [F:15][C:11]1[CH:10]=[C:9]([C@@H:7]2[CH2:8][C@H:6]2[C:4]([OH:5])=[O:3])[CH:14]=[CH:13][CH:12]=1. The yield is 0.850. (4) The reactants are [CH:1]1([C:4](=[O:13])[CH2:5][C:6](=O)[C:7]([O:9][CH2:10][CH3:11])=[O:8])[CH2:3][CH2:2]1.Cl.[NH2:15]O. The catalyst is CCO. The product is [CH:1]1([C:4]2[O:13][N:15]=[C:6]([C:7]([O:9][CH2:10][CH3:11])=[O:8])[CH:5]=2)[CH2:3][CH2:2]1. The yield is 0.840. (5) The reactants are [C:1]1([O:8][CH3:9])[C:2](=[CH:4][CH:5]=[CH:6][CH:7]=1)[OH:3].[Cl:10][CH2:11][CH2:12]Cl.[OH-].[K+]. No catalyst specified. The product is [Cl:10][CH2:11][CH2:12][O:3][C:2]1[CH:4]=[CH:5][CH:6]=[CH:7][C:1]=1[O:8][CH3:9]. The yield is 0.520. (6) The reactants are [Si]([O:8][CH2:9][CH2:10][CH2:11][N:12]1[C:16]2[N:17]=[CH:18][N:19]=[C:20]([NH:21]C(=O)OC(C)(C)C)[C:15]=2[C:14]([C:29]2[CH:34]=[CH:33][C:32]([CH3:35])=[CH:31][CH:30]=2)=[C:13]1C=O)(C(C)(C)C)(C)C.C1(P(=[CH:57][C:58]#[N:59])(C2C=CC=CC=2)C2C=CC=CC=2)C=CC=CC=1.[CH2:60](Cl)Cl. No catalyst specified. The product is [NH2:21][C:20]1[C:15]2[C:14]([C:29]3[CH:30]=[CH:31][C:32]([CH3:35])=[CH:33][CH:34]=3)=[C:13]([CH:60]=[CH:57][C:58]#[N:59])[N:12]([CH2:11][CH2:10][CH2:9][OH:8])[C:16]=2[N:17]=[CH:18][N:19]=1. The yield is 0.870. (7) The reactants are [CH2:1]1[CH:5]2[CH:6]3[CH:10]=[CH:9][CH:8]([CH:4]2[CH:3]=C1)[CH2:7]3.[C:11](N)(N)=[O:12].OO.C(OC(=O)C)(=[O:19])C. The catalyst is C1(C)C=CC=CC=1. The product is [CH2:7]1[CH:6]2[CH:10]3[O:19][CH:9]3[CH:8]1[CH:4]1[CH:5]2[CH:1]2[O:12][CH:11]2[CH2:3]1. The yield is 0.970. (8) The reactants are N1C=CC=CC=1.[CH3:7][N:8]1[C:12]([NH2:13])=[CH:11][C:10]([CH3:14])=[N:9]1.[C:15](OC(=O)C)(=[O:17])[CH3:16]. No catalyst specified. The product is [CH3:7][N:8]1[C:12]([NH:13][C:15](=[O:17])[CH3:16])=[CH:11][C:10]([CH3:14])=[N:9]1. The yield is 1.00.